Dataset: Peptide-MHC class I binding affinity with 185,985 pairs from IEDB/IMGT. Task: Regression. Given a peptide amino acid sequence and an MHC pseudo amino acid sequence, predict their binding affinity value. This is MHC class I binding data. (1) The peptide sequence is RTAGMIIML. The MHC is HLA-A32:01 with pseudo-sequence HLA-A32:01. The binding affinity (normalized) is 0.578. (2) The peptide sequence is LIISTDQDTM. The MHC is HLA-A02:06 with pseudo-sequence HLA-A02:06. The binding affinity (normalized) is 0.288. (3) The peptide sequence is MCSNGSLQCR. The MHC is HLA-A11:01 with pseudo-sequence HLA-A11:01. The binding affinity (normalized) is 0. (4) The peptide sequence is RYRRLIQIL. The MHC is HLA-A02:03 with pseudo-sequence HLA-A02:03. The binding affinity (normalized) is 0.0847. (5) The peptide sequence is ITLSLSKQDI. The binding affinity (normalized) is 0.505. The MHC is HLA-A02:01 with pseudo-sequence HLA-A02:01.